Predict which catalyst facilitates the given reaction. From a dataset of Catalyst prediction with 721,799 reactions and 888 catalyst types from USPTO. Product: [CH:13]1[CH:12]=[C:11]2[CH:10]([CH2:9][O:8][C:6]([NH:23][CH2:24][CH:25]=[O:26])=[O:7])[C:22]3[C:17]([C:16]2=[CH:15][CH:14]=1)=[CH:18][CH:19]=[CH:20][CH:21]=3. Reactant: CN(C=O)C.[C:6]([NH:23][CH2:24][C:25](O)=[O:26])([O:8][CH2:9][CH:10]1[C:22]2[C:17](=[CH:18][CH:19]=[CH:20][CH:21]=2)[C:16]2[C:11]1=[CH:12][CH:13]=[CH:14][CH:15]=2)=[O:7].C(N=C=NC(C)C)(C)C. The catalyst class is: 172.